From a dataset of Forward reaction prediction with 1.9M reactions from USPTO patents (1976-2016). Predict the product of the given reaction. (1) Given the reactants [CH2:1]([O:3][C:4](=[O:14])[C:5](=[C:7]1[CH2:12][C@@H:11]2[C@@H:9]([CH2:10]2)[C:8]1=O)[O-])[CH3:2].[K+].[Br:16][C:17]1[CH:22]=[CH:21][C:20]([NH:23][NH2:24])=[CH:19][N:18]=1, predict the reaction product. The product is: [CH2:1]([O:3][C:4]([C:5]1[C:7]2[CH2:12][C@H:11]3[CH2:10][C@H:9]3[C:8]=2[N:23]([C:20]2[CH:19]=[N:18][C:17]([Br:16])=[CH:22][CH:21]=2)[N:24]=1)=[O:14])[CH3:2]. (2) Given the reactants [C:1]([C:4]1[CH:9]=[N:8][NH:7][C:6](=[O:10])[C:5]=1[C:11]1[CH:16]=[CH:15][CH:14]=[CH:13][CH:12]=1)(=[O:3])[CH3:2].[N:17]1[CH:22]=[CH:21][CH:20]=[C:19](B(O)O)[CH:18]=1.N1C=CC=CC=1, predict the reaction product. The product is: [C:1]([C:4]1[CH:9]=[N:8][N:7]([C:19]2[CH:18]=[N:17][CH:22]=[CH:21][CH:20]=2)[C:6](=[O:10])[C:5]=1[C:11]1[CH:16]=[CH:15][CH:14]=[CH:13][CH:12]=1)(=[O:3])[CH3:2]. (3) The product is: [CH2:1]([O:3][C:4](=[O:32])[CH2:5][CH2:6][N:7]1[CH:16]=[C:12]([CH:13]([CH3:15])[CH3:14])[C@@:11]([C:19]2[CH:24]=[CH:23][C:22]([CH2:25][CH2:26][C:27]([CH3:30])([CH3:29])[CH3:28])=[C:21]([Cl:31])[CH:20]=2)([CH3:18])[NH:10][C:8]1=[O:9])[CH3:2]. Given the reactants [CH2:1]([O:3][C:4](=[O:32])[CH2:5][CH2:6][NH:7][C:8]([NH:10][C@:11]([C:19]1[CH:24]=[CH:23][C:22]([CH2:25][CH2:26][C:27]([CH3:30])([CH3:29])[CH3:28])=[C:21]([Cl:31])[CH:20]=1)([CH3:18])[CH:12]([CH2:16]O)[CH:13]([CH3:15])[CH3:14])=[O:9])[CH3:2].C(O)(=O)C.C(O)(=O)C.IC1C=CC=CC=1.CC1(C)N([O])C(C)(C)CCC1.FC(F)(F)C(O)=O.S([O-])([O-])=O.[Na+].[Na+].C(=O)([O-])O.[K+], predict the reaction product. (4) The product is: [CH3:1][O:2][C:3]1[CH:4]=[C:5]([CH2:9][C:10]([CH3:15])([CH3:14])[C:11]([N:28]=[N+:29]=[N-:30])=[O:12])[CH:6]=[CH:7][CH:8]=1. Given the reactants [CH3:1][O:2][C:3]1[CH:4]=[C:5]([CH2:9][C:10]([CH3:15])([CH3:14])[C:11](O)=[O:12])[CH:6]=[CH:7][CH:8]=1.C(N(CC)CC)C.ClC(OC)=O.[N-:28]=[N+:29]=[N-:30].[Na+], predict the reaction product. (5) Given the reactants Br[C:2]1[C:3]([CH3:17])=[C:4]([NH:9][C:10](=[O:16])[CH2:11][C:12]([CH3:15])([CH3:14])[CH3:13])[CH:5]=[CH:6][C:7]=1[Cl:8].[F:18][C:19]1[CH:26]=[CH:25][C:22]([CH2:23][NH2:24])=[CH:21][CH:20]=1, predict the reaction product. The product is: [Cl:8][C:7]1[CH:6]=[CH:5][C:4]([NH:9][C:10](=[O:16])[CH2:11][C:12]([CH3:15])([CH3:14])[CH3:13])=[C:3]([CH3:17])[C:2]=1[NH:24][CH2:23][C:22]1[CH:25]=[CH:26][C:19]([F:18])=[CH:20][CH:21]=1. (6) The product is: [NH2:27][C:24]1[N:23]=[CH:22][C:21]([C:18]2[CH:19]=[N:20][C:15]([NH:14][C:12]([NH:11][C:8]3[CH:7]=[C:6]([C:3]4([C:2]([F:47])([F:48])[F:1])[CH2:5][CH2:4]4)[O:10][N:9]=3)=[O:13])=[CH:16][CH:17]=2)=[CH:26][CH:25]=1. Given the reactants [F:1][C:2]([F:48])([F:47])[C:3]1([C:6]2[O:10][N:9]=[C:8]([NH:11][C:12]([NH:14][C:15]3[N:20]=[CH:19][C:18]([C:21]4[CH:22]=[N:23][C:24]([NH:27]C(C5C=CC=CC=5)(C5C=CC=CC=5)C5C=CC=CC=5)=[CH:25][CH:26]=4)=[CH:17][CH:16]=3)=[O:13])[CH:7]=2)[CH2:5][CH2:4]1.C(O)(C(F)(F)F)=O, predict the reaction product. (7) Given the reactants [CH2:1]([O:5][C:6]([C:8]1[N:9]=[C:10](Br)[C:11]2[C:16]([C:17]=1[OH:18])=[CH:15][C:14]([O:19][C:20]1[C:25]([CH3:26])=[CH:24][CH:23]=[CH:22][C:21]=1[CH3:27])=[CH:13][CH:12]=2)=[O:7])[CH2:2][CH2:3][CH3:4].[C:29]([Cu])#[N:30].O.Cl, predict the reaction product. The product is: [CH2:1]([O:5][C:6]([C:8]1[N:9]=[C:10]([C:29]#[N:30])[C:11]2[C:16]([C:17]=1[OH:18])=[CH:15][C:14]([O:19][C:20]1[C:25]([CH3:26])=[CH:24][CH:23]=[CH:22][C:21]=1[CH3:27])=[CH:13][CH:12]=2)=[O:7])[CH2:2][CH2:3][CH3:4]. (8) Given the reactants [N:1]#[C:2][NH2:3].[CH3:4][O-].[Na+].[Cl:7][C:8]1[CH:13]=[C:12]([N:14]=[C:15]=[S:16])[CH:11]=[CH:10][C:9]=1[C:17]1[CH:22]=[CH:21][CH:20]=[CH:19][C:18]=1[Cl:23].IC, predict the reaction product. The product is: [C:2](/[N:3]=[C:15](\[S:16][CH3:4])/[NH:14][C:12]1[CH:11]=[CH:10][C:9]([C:17]2[CH:22]=[CH:21][CH:20]=[CH:19][C:18]=2[Cl:23])=[C:8]([Cl:7])[CH:13]=1)#[N:1].